From a dataset of Forward reaction prediction with 1.9M reactions from USPTO patents (1976-2016). Predict the product of the given reaction. (1) Given the reactants [OH:1][C:2]12[CH2:9][CH2:8][C:5]([C:10]([O:12][CH3:13])=[O:11])([CH2:6][CH2:7]1)[CH2:4][CH2:3]2.[CH2:14]([Li])CCC.IC, predict the reaction product. The product is: [CH3:14][O:1][C:2]12[CH2:3][CH2:4][C:5]([C:10]([O:12][CH3:13])=[O:11])([CH2:8][CH2:9]1)[CH2:6][CH2:7]2. (2) The product is: [NH:25]1[C:33]2[C:28](=[CH:29][CH:30]=[C:31]([C:34]([NH:4][C@@H:5]([C:10]([N:12]3[CH2:17][CH2:16][N:15]([CH:18]4[CH2:19][CH2:20][N:21]([CH3:24])[CH2:22][CH2:23]4)[CH2:14][CH2:13]3)=[O:11])[CH2:6][C:7](=[O:9])[NH2:8])=[O:35])[CH:32]=2)[CH:27]=[CH:26]1. Given the reactants Cl.Cl.Cl.[NH2:4][C@@H:5]([C:10]([N:12]1[CH2:17][CH2:16][N:15]([CH:18]2[CH2:23][CH2:22][N:21]([CH3:24])[CH2:20][CH2:19]2)[CH2:14][CH2:13]1)=[O:11])[CH2:6][C:7](=[O:9])[NH2:8].[NH:25]1[C:33]2[C:28](=[CH:29][CH:30]=[C:31]([C:34](O)=[O:35])[CH:32]=2)[CH:27]=[CH:26]1, predict the reaction product. (3) Given the reactants [CH3:1]C(C)([O-])C.[K+].[I-].C[P+](C1C=CC=CC=1)(C1C=CC=CC=1)C1C=CC=CC=1.[F:28][CH:29]([F:43])[O:30][C:31]1[CH:32]=[C:33]([CH:36]=[CH:37][C:38]=1[O:39][CH:40]([F:42])[F:41])[CH:34]=O, predict the reaction product. The product is: [F:41][CH:40]([F:42])[O:39][C:38]1[CH:37]=[CH:36][C:33]([CH:34]=[CH2:1])=[CH:32][C:31]=1[O:30][CH:29]([F:43])[F:28]. (4) Given the reactants [CH3:1][O:2][C:3]1[CH:4]=[CH:5][CH:6]=[CH:7][C:8]=1[O:9][CH2:10][CH2:11][NH:12][CH2:13][CH:14]([OH:30])[CH2:15][O:16][C:17]1[CH:18]=[CH:19][CH:20]=[C:21]2[NH:29][C:28]3[CH:27]=[CH:26][CH:25]=[CH:24][C:23]=3[C:22]=12.[BrH:31], predict the reaction product. The product is: [CH3:1][O:2][C:3]1[CH:4]=[CH:5][CH:6]=[CH:7][C:8]=1[O:9][CH2:10][CH2:11][NH:12][CH2:13][CH:14]([OH:30])[CH2:15][O:16][C:17]1[CH:18]=[CH:19][CH:20]=[C:21]2[NH:29][C:28]3[CH:27]=[CH:26][CH:25]=[CH:24][C:23]=3[C:22]=12.[BrH:31]. (5) Given the reactants [N+:1]([C:4]1[CH:5]=[C:6]([C:27]([C:29]2[CH:37]=[CH:36][CH:35]=[CH:34][C:30]=2[C:31]([OH:33])=O)=[O:28])[CH:7]=[CH:8][C:9]=1[N:10]1[CH2:15][CH2:14][CH:13]([N:16]2[C:21]3[CH:22]=[CH:23][CH:24]=[CH:25][C:20]=3[CH2:19][O:18][C:17]2=[O:26])[CH2:12][CH2:11]1)([O-:3])=[O:2].C(N1C=CN=C1)([N:40]1C=CN=C1)=O.N, predict the reaction product. The product is: [N+:1]([C:4]1[CH:5]=[C:6]([C:27]([C:29]2[CH:37]=[CH:36][CH:35]=[CH:34][C:30]=2[C:31]([NH2:40])=[O:33])=[O:28])[CH:7]=[CH:8][C:9]=1[N:10]1[CH2:11][CH2:12][CH:13]([N:16]2[C:21]3[CH:22]=[CH:23][CH:24]=[CH:25][C:20]=3[CH2:19][O:18][C:17]2=[O:26])[CH2:14][CH2:15]1)([O-:3])=[O:2].